The task is: Predict the product of the given reaction.. This data is from Forward reaction prediction with 1.9M reactions from USPTO patents (1976-2016). (1) Given the reactants C([O:4][C:5]1[CH:10]=[CH:9][CH:8]=[CH:7][C:6]=1[C:11](=[O:21])[NH:12][C:13]1[S:14][CH:15]=[C:16]([S:18]([CH3:20])=[O:19])[N:17]=1)(=O)C.Cl, predict the reaction product. The product is: [OH:4][C:5]1[CH:10]=[CH:9][CH:8]=[CH:7][C:6]=1[C:11]([NH:12][C:13]1[S:14][CH:15]=[C:16]([S:18]([CH3:20])=[O:19])[N:17]=1)=[O:21]. (2) The product is: [OH:8][C:9]1([CH3:1])[CH2:13][CH2:12][CH2:11][CH:10]1[NH:14][C:15](=[O:21])[O:16][C:17]([CH3:18])([CH3:20])[CH3:19]. Given the reactants [CH3:1]COCC.C[Li].[O:8]=[C:9]1[CH2:13][CH2:12][CH2:11][CH:10]1[NH:14][C:15](=[O:21])[O:16][C:17]([CH3:20])([CH3:19])[CH3:18].[Cl-].[Ce+3].[Cl-].[Cl-], predict the reaction product. (3) Given the reactants CS(O[CH2:6][CH:7]1[CH2:12][CH2:11][CH2:10][NH:9][C:8]1=[O:13])(=O)=O.[Cl:14][C:15]1[CH:20]=[CH:19][C:18]([CH2:21][C:22]2[C:31]3[C:26](=[CH:27][CH:28]=[CH:29][CH:30]=3)[C:25](=[O:32])[N:24]([CH2:33][C@H:34]3[CH2:38][CH2:37][CH2:36][NH:35]3)[N:23]=2)=[CH:17][CH:16]=1.[I-].[Na+].C(=O)(O)[O-].[Na+].C=C1CCCNC1=O, predict the reaction product. The product is: [Cl:14][C:15]1[CH:20]=[CH:19][C:18]([CH2:21][C:22]2[C:31]3[C:26](=[CH:27][CH:28]=[CH:29][CH:30]=3)[C:25](=[O:32])[N:24]([CH2:33][C@H:34]3[CH2:38][CH2:37][CH2:36][N:35]3[CH2:6][CH:7]3[CH2:12][CH2:11][CH2:10][NH:9][C:8]3=[O:13])[N:23]=2)=[CH:17][CH:16]=1. (4) Given the reactants [CH2:1]([N:5]1[CH2:10][CH2:9][N:8]([C:11]2[CH:16]=[C:15]([N+:17]([O-])=O)[CH:14]=[CH:13][C:12]=2[C:20]2[CH2:25][CH2:24][CH:23]([C:26]([CH3:29])([CH3:28])[CH3:27])[CH2:22][CH:21]=2)[CH2:7][CH2:6]1)[CH2:2][CH2:3][CH3:4].[Cl-].[NH4+], predict the reaction product. The product is: [C:26]([CH:23]1[CH2:24][CH2:25][C:20]([C:12]2[CH:13]=[CH:14][C:15]([NH2:17])=[CH:16][C:11]=2[N:8]2[CH2:9][CH2:10][N:5]([CH2:1][CH2:2][CH2:3][CH3:4])[CH2:6][CH2:7]2)=[CH:21][CH2:22]1)([CH3:29])([CH3:28])[CH3:27]. (5) Given the reactants [NH2:1][C:2]1[C:3]([C:12]([C:14]2[CH:15]=[N:16][C:17]([C:20]([F:23])([F:22])[F:21])=[CH:18][CH:19]=2)=O)=[CH:4][CH:5]=[C:6]2[C:11]=1[N:10]=[CH:9][CH:8]=[CH:7]2.[CH3:24][NH:25][S:26](Cl)(=[O:28])=[O:27].[BH4-].[Na+], predict the reaction product. The product is: [CH3:24][N:25]1[S:26](=[O:28])(=[O:27])[NH:1][C:2]2[C:11]3[C:6](=[CH:7][CH:8]=[CH:9][N:10]=3)[CH:5]=[CH:4][C:3]=2[CH:12]1[C:14]1[CH:15]=[N:16][C:17]([C:20]([F:23])([F:22])[F:21])=[CH:18][CH:19]=1. (6) Given the reactants [NH2:1][C:2]1[CH:3]=[CH:4][C:5]([F:20])=[C:6]([C@:8]2([CH3:19])[C:13]([F:15])([F:14])[C:12]([CH3:17])([CH3:16])[O:11][C:10]([NH2:18])=[N:9]2)[CH:7]=1.[F:21][CH:22]([F:34])[CH2:23][O:24][C:25]1[CH:26]=[CH:27][C:28]([C:31](O)=[O:32])=[N:29][CH:30]=1, predict the reaction product. The product is: [NH2:18][C:10]1[O:11][C:12]([CH3:16])([CH3:17])[C:13]([F:14])([F:15])[C@:8]([C:6]2[CH:7]=[C:2]([NH:1][C:31]([C:28]3[CH:27]=[CH:26][C:25]([O:24][CH2:23][CH:22]([F:34])[F:21])=[CH:30][N:29]=3)=[O:32])[CH:3]=[CH:4][C:5]=2[F:20])([CH3:19])[N:9]=1. (7) Given the reactants [F:1][C:2]1[CH:7]=[CH:6][C:5]([C:8]2[S:9](=[O:23])(=[O:22])[NH:10][C:11]3([CH2:21][CH2:20][CH2:19][CH2:18][CH2:17]3)[C:12]=2[CH2:13][NH:14][CH2:15][CH3:16])=[CH:4][CH:3]=1.C(N(CC)CC)C.[C:31]([O:35][C:36](O[C:36]([O:35][C:31]([CH3:34])([CH3:33])[CH3:32])=[O:37])=[O:37])([CH3:34])([CH3:33])[CH3:32], predict the reaction product. The product is: [C:31]([O:35][C:36]([N:14]([CH2:13][C:12]1[C:11]2([CH2:17][CH2:18][CH2:19][CH2:20][CH2:21]2)[NH:10][S:9](=[O:23])(=[O:22])[C:8]=1[C:5]1[CH:6]=[CH:7][C:2]([F:1])=[CH:3][CH:4]=1)[CH2:15][CH3:16])=[O:37])([CH3:34])([CH3:33])[CH3:32]. (8) Given the reactants C([N:8]1[C@H:13]([CH3:14])[CH2:12][N:11]([C:15]2[CH:22]=[CH:21][C:18]([C:19]#[N:20])=[C:17]([CH3:23])[CH:16]=2)[C@@H:10]([CH3:24])[CH2:9]1)C1C=CC=CC=1.C(Cl)(=O)OC(Cl)C, predict the reaction product. The product is: [CH3:24][C@H:10]1[CH2:9][NH:8][C@H:13]([CH3:14])[CH2:12][N:11]1[C:15]1[CH:22]=[CH:21][C:18]([C:19]#[N:20])=[C:17]([CH3:23])[CH:16]=1. (9) Given the reactants [CH3:1][N:2]1[CH:6]=[C:5]([C:7]([OH:9])=O)[CH:4]=[N:3]1.Cl.[CH3:11][NH:12][O:13][CH3:14].Cl.CN(C)CCCN=C=NCC.OC1C2N=NNC=2C=CC=1.C(N(CC)CC)C, predict the reaction product. The product is: [CH3:14][O:13][N:12]([CH3:11])[C:7]([C:5]1[CH:4]=[N:3][N:2]([CH3:1])[CH:6]=1)=[O:9]. (10) Given the reactants C(N(CC)CC)C.[CH3:8][C:9]1[CH:14]=[C:13]([CH3:15])[CH:12]=[C:11]([CH3:16])[C:10]=1[S:17](Cl)(=[O:19])=[O:18].Cl.Cl.Cl.[CH3:24][N:25]1[CH2:30][CH2:29][CH:28]([N:31]2[CH2:36][CH2:35][N:34]([C:37](=[O:47])[CH2:38][O:39][CH2:40][CH:41]3[CH2:46][CH2:45][CH2:44][CH2:43][NH:42]3)[CH2:33][CH2:32]2)[CH2:27][CH2:26]1.C(=O)([O-])O.[Na+], predict the reaction product. The product is: [C:11]1([CH3:16])[CH:12]=[C:13]([CH3:15])[CH:14]=[C:9]([CH3:8])[C:10]=1[S:17]([N:42]1[CH2:43][CH2:44][CH2:45][CH2:46][CH:41]1[CH2:40][O:39][CH2:38][C:37]([N:34]1[CH2:33][CH2:32][N:31]([CH:28]2[CH2:29][CH2:30][N:25]([CH3:24])[CH2:26][CH2:27]2)[CH2:36][CH2:35]1)=[O:47])(=[O:19])=[O:18].